Dataset: Catalyst prediction with 721,799 reactions and 888 catalyst types from USPTO. Task: Predict which catalyst facilitates the given reaction. (1) Reactant: [Br:1][C:2]1[CH:3]=[C:4]([CH2:20][C@H:21]([NH:41][C:42](=[O:48])[O:43][C:44]([CH3:47])([CH3:46])[CH3:45])[C:22]2[N:23]([CH2:33][O:34][CH2:35][CH2:36][Si:37]([CH3:40])([CH3:39])[CH3:38])[C:24]([C:27]3[CH:32]=[CH:31][CH:30]=[CH:29][CH:28]=3)=[CH:25][N:26]=2)[CH:5]=[CH:6][C:7]=1[C:8]1[S:12](=[O:14])(=[O:13])[N:11]([C:15]([CH3:18])([CH3:17])[CH3:16])[C:10](=[O:19])[CH:9]=1.CCC(C)[BH-](C(C)CC)C(C)CC.[Li+]. Product: [Br:1][C:2]1[CH:3]=[C:4]([CH2:20][C@H:21]([NH:41][C:42](=[O:48])[O:43][C:44]([CH3:47])([CH3:46])[CH3:45])[C:22]2[N:23]([CH2:33][O:34][CH2:35][CH2:36][Si:37]([CH3:39])([CH3:38])[CH3:40])[C:24]([C:27]3[CH:28]=[CH:29][CH:30]=[CH:31][CH:32]=3)=[CH:25][N:26]=2)[CH:5]=[CH:6][C:7]=1[CH:8]1[S:12](=[O:13])(=[O:14])[N:11]([C:15]([CH3:16])([CH3:17])[CH3:18])[C:10](=[O:19])[CH2:9]1. The catalyst class is: 7. (2) Reactant: [Cl:1][C:2]1[CH:3]=[CH:4][C:5]2[C:11](=[O:12])[CH2:10][CH2:9][C:8](=[O:13])[NH:7][C:6]=2[CH:14]=1.[C:15](=O)([O-])[O-].[Cs+].[Cs+].CI. Product: [Cl:1][C:2]1[CH:3]=[CH:4][C:5]2[C:11](=[O:12])[CH2:10][CH2:9][C:8](=[O:13])[N:7]([CH3:15])[C:6]=2[CH:14]=1. The catalyst class is: 118. (3) Reactant: [CH:1]([CH:3](Cl)[C:4]([O:6][CH3:7])=[O:5])=O.[C:9]([NH2:12])(=[S:11])[CH3:10]. The catalyst class is: 6. Product: [CH3:10][C:9]1[S:11][C:3]([C:4]([O:6][CH3:7])=[O:5])=[CH:1][N:12]=1. (4) Reactant: CC1(C)C(C)(C)OB([C:9]2[CH:10]=[C:11]([CH:21]=[CH:22][CH:23]=2)[O:12][CH2:13][CH2:14][N:15]2[CH2:20][CH2:19][O:18][CH2:17][CH2:16]2)O1.[C:25]([O:29][C:30]([N:32]([C:49]1[CH:54]=[CH:53][N:52]=[C:51](Cl)[N:50]=1)[C:33]1[CH:34]=[C:35]2[C:39](=[CH:40][CH:41]=1)[N:38](C(OC(C)(C)C)=O)[N:37]=[CH:36]2)=[O:31])([CH3:28])([CH3:27])[CH3:26].C([O-])([O-])=O.[K+].[K+]. Product: [NH:38]1[C:39]2[C:35](=[CH:34][C:33]([N:32]([C:49]3[CH:54]=[CH:53][N:52]=[C:51]([C:9]4[CH:23]=[CH:22][CH:21]=[C:11]([O:12][CH2:13][CH2:14][N:15]5[CH2:16][CH2:17][O:18][CH2:19][CH2:20]5)[CH:10]=4)[N:50]=3)[C:30](=[O:31])[O:29][C:25]([CH3:28])([CH3:26])[CH3:27])=[CH:41][CH:40]=2)[CH:36]=[N:37]1. The catalyst class is: 117. (5) The catalyst class is: 12. Reactant: [CH2:1]([O:3][C:4](=[O:27])[CH2:5][C:6]1[CH:11]=[CH:10][C:9]([O:12][CH3:13])=[C:8]([O:14][C:15]2[CH:20]=[CH:19][C:18]([C:21]([F:24])([F:23])[F:22])=[CH:17][C:16]=2[CH2:25]Br)[CH:7]=1)[CH3:2].[C:28]1([CH2:34][CH2:35][SH:36])[CH:33]=[CH:32][CH:31]=[CH:30][CH:29]=1.[H-].[Na+]. Product: [CH2:1]([O:3][C:4](=[O:27])[CH2:5][C:6]1[CH:11]=[CH:10][C:9]([O:12][CH3:13])=[C:8]([O:14][C:15]2[CH:20]=[CH:19][C:18]([C:21]([F:24])([F:23])[F:22])=[CH:17][C:16]=2[CH2:25][S:36][CH2:35][CH2:34][C:28]2[CH:33]=[CH:32][CH:31]=[CH:30][CH:29]=2)[CH:7]=1)[CH3:2].